Dataset: Catalyst prediction with 721,799 reactions and 888 catalyst types from USPTO. Task: Predict which catalyst facilitates the given reaction. (1) Reactant: [F:1][C:2]1[CH:10]=[CH:9][C:5]([C:6]([OH:8])=[O:7])=[CH:4][C:3]=1[C:11]([F:14])([F:13])[F:12].[Si](C=[N+]=[N-])(C)(C)[CH3:16].C(O)(=O)C. Product: [F:1][C:2]1[CH:10]=[CH:9][C:5]([C:6]([O:8][CH3:16])=[O:7])=[CH:4][C:3]=1[C:11]([F:12])([F:13])[F:14]. The catalyst class is: 100. (2) Reactant: O[NH:2][C:3]([C:5]1[CH:30]=[CH:29][C:8]2[NH:9][C:10]([C:12]3[CH:13]=[C:14]([C:19]4[CH:24]=[CH:23][C:22]([C:25](=[NH:28])[NH:26]O)=[CH:21][CH:20]=4)[CH:15]=[CH:16][C:17]=3[OH:18])=[N:11][C:7]=2[CH:6]=1)=[NH:4].[C:31]([O:34]C(=O)C)(=[O:33])[CH3:32]. Product: [C:31]([OH:34])(=[O:33])[CH3:32].[C:25]([C:22]1[CH:21]=[CH:20][C:19]([C:14]2[CH:15]=[CH:16][C:17]([OH:18])=[C:12]([C:10]3[NH:9][C:8]4[CH:29]=[CH:30][C:5]([C:3]([NH2:4])=[NH:2])=[CH:6][C:7]=4[N:11]=3)[CH:13]=2)=[CH:24][CH:23]=1)(=[NH:26])[NH2:28]. The catalyst class is: 285. (3) Reactant: C1(P(=O)(C2C=CC=CC=2)C2C=CC=CC=2)C=CC=CC=1.FC(F)(F)S(OS(C(F)(F)F)(=O)=O)(=O)=O.C([S:43][C:44]1([CH2:54][NH:55][C:56]([C:58]2[NH:59][C:60]3[C:65]([CH:66]=2)=[CH:64][CH:63]=[CH:62][C:61]=3[N:67]([CH3:76])[S:68]([C:71]2[S:72][CH:73]=[CH:74][CH:75]=2)(=[O:70])=[O:69])=O)[CH2:53][CH2:52][C:47]2([O:51][CH2:50][CH2:49][O:48]2)[CH2:46][CH2:45]1)C1C=CC=CC=1.CSC.C(=O)([O-])O.[Na+]. Product: [S:43]1[C:44]2([CH2:53][CH2:52][C:47]3([O:51][CH2:50][CH2:49][O:48]3)[CH2:46][CH2:45]2)[CH2:54][N:55]=[C:56]1[C:58]1[NH:59][C:60]2[C:65]([CH:66]=1)=[CH:64][CH:63]=[CH:62][C:61]=2[N:67]([CH3:76])[S:68]([C:71]1[S:72][CH:73]=[CH:74][CH:75]=1)(=[O:70])=[O:69]. The catalyst class is: 10.